The task is: Regression. Given two drug SMILES strings and cell line genomic features, predict the synergy score measuring deviation from expected non-interaction effect.. This data is from NCI-60 drug combinations with 297,098 pairs across 59 cell lines. (1) Drug 1: C1=CC(=CC=C1C#N)C(C2=CC=C(C=C2)C#N)N3C=NC=N3. Drug 2: CC1=CC=C(C=C1)C2=CC(=NN2C3=CC=C(C=C3)S(=O)(=O)N)C(F)(F)F. Cell line: M14. Synergy scores: CSS=12.8, Synergy_ZIP=-3.08, Synergy_Bliss=-2.81, Synergy_Loewe=8.82, Synergy_HSA=-1.35. (2) Drug 1: C#CCC(CC1=CN=C2C(=N1)C(=NC(=N2)N)N)C3=CC=C(C=C3)C(=O)NC(CCC(=O)O)C(=O)O. Drug 2: CC1=C(C(=O)C2=C(C1=O)N3CC4C(C3(C2COC(=O)N)OC)N4)N. Cell line: OVCAR-8. Synergy scores: CSS=23.7, Synergy_ZIP=-1.83, Synergy_Bliss=0.130, Synergy_Loewe=-4.07, Synergy_HSA=-4.07.